Dataset: Full USPTO retrosynthesis dataset with 1.9M reactions from patents (1976-2016). Task: Predict the reactants needed to synthesize the given product. (1) Given the product [CH:8]1([CH:13]([N:18]2[CH:22]=[C:21]([C:23]3[C:24]4[CH:32]=[CH:31][NH:30][C:25]=4[N:26]=[CH:27][N:28]=3)[CH:20]=[N:19]2)[CH2:14][CH:15]2[CH2:17][CH2:16]2)[CH2:12][CH2:11][CH2:10][CH2:9]1, predict the reactants needed to synthesize it. The reactants are: FC(F)(F)C(O)=O.[CH:8]1([CH:13]([N:18]2[CH:22]=[C:21]([C:23]3[C:24]4[CH:32]=[CH:31][N:30](OCC[Si](C)(C)C)[C:25]=4[N:26]=[C:27](C)[N:28]=3)[CH:20]=[N:19]2)[CH2:14][CH:15]2[CH2:17][CH2:16]2)[CH2:12][CH2:11][CH2:10][CH2:9]1.C(O)(C(F)(F)F)=O. (2) Given the product [Cl:1][C:2]1[CH:25]=[CH:24][C:5]([O:6][C:7]2[CH:8]=[CH:9][C:10]([CH2:13][C:14]([OH:16])=[O:15])=[N:11][CH:12]=2)=[CH:4][C:3]=1[C:26]([F:29])([F:27])[F:28], predict the reactants needed to synthesize it. The reactants are: [Cl:1][C:2]1[CH:25]=[CH:24][C:5]([O:6][C:7]2[CH:8]=[CH:9][C:10]([CH:13](C(OCC)=O)[C:14]([O:16]CC)=[O:15])=[N:11][CH:12]=2)=[CH:4][C:3]=1[C:26]([F:29])([F:28])[F:27].[OH-].[K+].